From a dataset of Full USPTO retrosynthesis dataset with 1.9M reactions from patents (1976-2016). Predict the reactants needed to synthesize the given product. (1) Given the product [Br:7][C:8]1[CH:9]=[C:10]2[C:11](=[CH:12][CH:13]=1)[NH:14][C:16]([CH2:17][CH2:18][N:19]1[CH2:23][CH2:22][CH2:21][C@H:20]1[CH3:24])=[CH:15]2, predict the reactants needed to synthesize it. The reactants are: O(C(C)(C)C)[K].[Br:7][C:8]1[CH:13]=[CH:12][C:11]([NH2:14])=[C:10]([C:15]#[C:16][CH2:17][CH2:18][N:19]2[CH2:23][CH2:22][CH2:21][CH:20]2[CH3:24])[CH:9]=1. (2) Given the product [CH3:1][O:2][C:3](=[O:30])[C:4]1[CH:9]=[C:8]([CH3:10])[CH:7]=[CH:6][C:5]=1[NH:11][C:12]1[N:13]([C:22]2[CH:27]=[CH:26][CH:25]=[CH:24][C:23]=2[O:28][CH3:29])[N:14]=[C:15]([CH2:20][CH3:21])[C:16]=1[C:17]1[S:19][CH:32]=[C:33]([O:34][CH3:38])[N:18]=1, predict the reactants needed to synthesize it. The reactants are: [CH3:1][O:2][C:3](=[O:30])[C:4]1[CH:9]=[C:8]([CH3:10])[CH:7]=[CH:6][C:5]=1[NH:11][C:12]1[N:13]([C:22]2[CH:27]=[CH:26][CH:25]=[CH:24][C:23]=2[O:28][CH3:29])[N:14]=[C:15]([CH2:20][CH3:21])[C:16]=1[C:17](=[S:19])[NH2:18].Cl[CH2:32][C:33](N(C)C)=[O:34].[CH3:38]O.